Dataset: Full USPTO retrosynthesis dataset with 1.9M reactions from patents (1976-2016). Task: Predict the reactants needed to synthesize the given product. (1) Given the product [C:17]1([CH2:25][C:24]([NH:23][C:19]2[CH:20]=[CH:21][CH:22]=[C:17]([C:9]3[C:8]([C:6]4[CH:5]=[CH:4][N:3]=[C:2]([NH:37][C:36]5[CH:35]=[CH:34][CH:40]=[CH:39][CH:38]=5)[N:7]=4)=[C:12]4[CH:13]=[CH:14][CH:15]=[CH:16][N:11]4[N:10]=3)[CH:18]=2)=[O:29])[CH:18]=[CH:19][CH:20]=[CH:21][CH:22]=1, predict the reactants needed to synthesize it. The reactants are: Cl[C:2]1[N:7]=[C:6]([C:8]2[C:9]([C:17]3[CH:18]=[C:19]([NH:23][C:24](=[O:29])[C:25](F)(F)F)[CH:20]=[CH:21][CH:22]=3)=[N:10][N:11]3[CH:16]=[CH:15][CH:14]=[CH:13][C:12]=23)[CH:5]=[CH:4][N:3]=1.CN(C[C:34]1[CH:35]=[C:36]([CH:38]=[CH:39][CH:40]=1)[NH2:37])C. (2) The reactants are: [Br:1][C:2]1[C:10]2[C:9]3[CH:11]=[CH:12][CH:13]=[CH:14][C:8]=3[O:7][C:6]=2[C:5]([NH2:15])=[C:4]([Br:16])[CH:3]=1.N1C=CC=CC=1.[C:23](Cl)(=[O:25])[CH3:24]. Given the product [Br:1][C:2]1[C:10]2[C:9]3[CH:11]=[CH:12][CH:13]=[CH:14][C:8]=3[O:7][C:6]=2[C:5]([NH:15][C:23](=[O:25])[CH3:24])=[C:4]([Br:16])[CH:3]=1, predict the reactants needed to synthesize it. (3) Given the product [C:14]([O:13][C:11]([NH:10][C:9]1[C:4]2[C:3]([C:31]3[CH:36]=[CH:35][C:34]([O:37][C:38]4[CH:43]=[CH:42][CH:41]=[CH:40][CH:39]=4)=[CH:33][CH:32]=3)=[C:2]([CH:52]=[O:53])[N:18]([C@@H:19]3[CH2:23][CH2:22][N:21]([C:24]([O:26][C:27]([CH3:29])([CH3:28])[CH3:30])=[O:25])[CH2:20]3)[C:5]=2[N:6]=[CH:7][N:8]=1)=[O:12])([CH3:16])([CH3:15])[CH3:17], predict the reactants needed to synthesize it. The reactants are: Br[C:2]1[N:18]([C@@H:19]2[CH2:23][CH2:22][N:21]([C:24]([O:26][C:27]([CH3:30])([CH3:29])[CH3:28])=[O:25])[CH2:20]2)[C:5]2[N:6]=[CH:7][N:8]=[C:9]([NH:10][C:11]([O:13][C:14]([CH3:17])([CH3:16])[CH3:15])=[O:12])[C:4]=2[C:3]=1[C:31]1[CH:36]=[CH:35][C:34]([O:37][C:38]2[CH:43]=[CH:42][CH:41]=[CH:40][CH:39]=2)=[CH:33][CH:32]=1.[Li]CCCC.CN([CH:52]=[O:53])C. (4) Given the product [C:1]([C:5]1[N:10]=[C:9]2[N:11]([CH2:22][CH2:23][C:24]3[CH:29]=[CH:28][CH:27]=[CH:26][CH:25]=3)[N:12]=[CH:13][C:8]2=[C:7]([N:14]2[CH2:18][CH2:17][C:16]([F:19])([F:20])[CH2:15]2)[N:6]=1)([CH3:4])([CH3:2])[CH3:3], predict the reactants needed to synthesize it. The reactants are: [C:1]([C:5]1[N:10]=[C:9]2[NH:11][N:12]=[CH:13][C:8]2=[C:7]([N:14]2[CH2:18][CH2:17][C:16]([F:20])([F:19])[CH2:15]2)[N:6]=1)([CH3:4])([CH3:3])[CH3:2].Br[CH2:22][CH2:23][C:24]1[CH:29]=[CH:28][CH:27]=[CH:26][CH:25]=1. (5) Given the product [CH2:26]([O:25][CH2:24][C:13]1[N:14]([CH2:15][CH2:16][CH2:17][C:18]2[O:22][N:21]=[C:20]([CH3:23])[CH:19]=2)[C:10]2[C:9]3[CH:8]=[CH:7][CH:6]=[CH:5][C:4]=3[N:3]=[C:2]([NH2:28])[C:11]=2[N:12]=1)[CH3:27], predict the reactants needed to synthesize it. The reactants are: Cl[C:2]1[C:11]2[N:12]=[C:13]([CH2:24][O:25][CH2:26][CH3:27])[N:14]([CH2:15][CH2:16][CH2:17][C:18]3[O:22][N:21]=[C:20]([CH3:23])[CH:19]=3)[C:10]=2[C:9]2[CH:8]=[CH:7][CH:6]=[CH:5][C:4]=2[N:3]=1.[NH3:28]. (6) The reactants are: [O:1]1[CH2:5][CH2:4][O:3][CH:2]1[C:6]1[CH:7]=[C:8]2[CH:14]=[CH:13][NH:12][C:9]2=[CH:10][N:11]=1.[H-].[Na+].[CH3:17]I. Given the product [O:3]1[CH2:4][CH2:5][O:1][CH:2]1[C:6]1[CH:7]=[C:8]2[CH:14]=[CH:13][N:12]([CH3:17])[C:9]2=[CH:10][N:11]=1, predict the reactants needed to synthesize it. (7) Given the product [Si:12]([O:1][CH2:2][CH2:3][CH2:4][CH2:5][CH2:6][C:7]([O:9][CH2:10][CH3:11])=[O:8])([C:15]([CH3:18])([CH3:17])[CH3:16])([CH3:14])[CH3:13], predict the reactants needed to synthesize it. The reactants are: [OH:1][CH2:2][CH2:3][CH2:4][CH2:5][CH2:6][C:7]([O:9][CH2:10][CH3:11])=[O:8].[Si:12](OC(CCC)CC(OCC)=O)([C:15]([CH3:18])([CH3:17])[CH3:16])([CH3:14])[CH3:13].